Dataset: Reaction yield outcomes from USPTO patents with 853,638 reactions. Task: Predict the reaction yield, written as a fraction of the theoretical maximum amount of product (1.0 means a 100% yield; for example, 0.34 means a 34% yield). (1) The product is [Br:9][C:10]1[C:11]([F:21])=[C:12]([F:20])[C:13]([NH:4][C:3]2[CH:5]=[CH:6][CH:7]=[CH:8][C:2]=2[F:1])=[C:14]([CH:18]=1)[C:15]([OH:17])=[O:16]. The reactants are [F:1][C:2]1[CH:8]=[CH:7][CH:6]=[CH:5][C:3]=1[NH2:4].[Br:9][C:10]1[C:11]([F:21])=[C:12]([F:20])[C:13](F)=[C:14]([CH:18]=1)[C:15]([OH:17])=[O:16].[Li+].C[Si]([N-][Si](C)(C)C)(C)C. The catalyst is C1COCC1. The yield is 0.750. (2) The reactants are [C:1]([C:4]1[CH:5]=[C:6](B(O)O)[CH:7]=[CH:8][CH:9]=1)([OH:3])=[O:2].Br[C:14]1[CH:19]=[CH:18][CH:17]=[CH:16][C:15]=1[NH:20][C:21]([NH2:23])=[O:22].C(=O)([O-])[O-].[Na+].[Na+].C1(C)C=CC=CC=1. The catalyst is C1C=CC([P]([Pd]([P](C2C=CC=CC=2)(C2C=CC=CC=2)C2C=CC=CC=2)([P](C2C=CC=CC=2)(C2C=CC=CC=2)C2C=CC=CC=2)[P](C2C=CC=CC=2)(C2C=CC=CC=2)C2C=CC=CC=2)(C2C=CC=CC=2)C2C=CC=CC=2)=CC=1.O.C(O)C. The product is [NH:20]([C:15]1[CH:16]=[CH:17][CH:18]=[CH:19][C:14]=1[C:6]1[CH:7]=[CH:8][CH:9]=[C:4]([C:1]([OH:3])=[O:2])[CH:5]=1)[C:21]([NH2:23])=[O:22]. The yield is 0.970.